Dataset: NCI-60 drug combinations with 297,098 pairs across 59 cell lines. Task: Regression. Given two drug SMILES strings and cell line genomic features, predict the synergy score measuring deviation from expected non-interaction effect. (1) Drug 1: C1CCN(CC1)CCOC2=CC=C(C=C2)C(=O)C3=C(SC4=C3C=CC(=C4)O)C5=CC=C(C=C5)O. Drug 2: C#CCC(CC1=CN=C2C(=N1)C(=NC(=N2)N)N)C3=CC=C(C=C3)C(=O)NC(CCC(=O)O)C(=O)O. Cell line: NCI-H522. Synergy scores: CSS=3.72, Synergy_ZIP=0.364, Synergy_Bliss=2.45, Synergy_Loewe=2.13, Synergy_HSA=2.36. (2) Drug 1: C1=C(C(=O)NC(=O)N1)N(CCCl)CCCl. Drug 2: CN(CC1=CN=C2C(=N1)C(=NC(=N2)N)N)C3=CC=C(C=C3)C(=O)NC(CCC(=O)O)C(=O)O. Cell line: OVCAR3. Synergy scores: CSS=32.1, Synergy_ZIP=-10.5, Synergy_Bliss=0.143, Synergy_Loewe=-22.6, Synergy_HSA=3.37. (3) Cell line: RXF 393. Drug 1: C(CC(=O)O)C(=O)CN.Cl. Synergy scores: CSS=-0.518, Synergy_ZIP=0.434, Synergy_Bliss=0.591, Synergy_Loewe=-2.15, Synergy_HSA=-1.70. Drug 2: CN(C(=O)NC(C=O)C(C(C(CO)O)O)O)N=O. (4) Drug 1: CCC(=C(C1=CC=CC=C1)C2=CC=C(C=C2)OCCN(C)C)C3=CC=CC=C3.C(C(=O)O)C(CC(=O)O)(C(=O)O)O. Drug 2: CN1C(=O)N2C=NC(=C2N=N1)C(=O)N. Cell line: RXF 393. Synergy scores: CSS=2.38, Synergy_ZIP=-1.01, Synergy_Bliss=-0.117, Synergy_Loewe=-4.35, Synergy_HSA=-0.944. (5) Drug 1: C1CC(=O)NC(=O)C1N2C(=O)C3=CC=CC=C3C2=O. Drug 2: CC(C)CN1C=NC2=C1C3=CC=CC=C3N=C2N. Cell line: SK-OV-3. Synergy scores: CSS=0.469, Synergy_ZIP=-0.420, Synergy_Bliss=0.516, Synergy_Loewe=-2.02, Synergy_HSA=-1.14. (6) Drug 1: CN(CCCl)CCCl.Cl. Drug 2: CS(=O)(=O)OCCCCOS(=O)(=O)C. Cell line: HT29. Synergy scores: CSS=32.1, Synergy_ZIP=-8.12, Synergy_Bliss=2.04, Synergy_Loewe=-25.7, Synergy_HSA=1.41. (7) Drug 1: C1=NC(=NC(=O)N1C2C(C(C(O2)CO)O)O)N. Drug 2: COCCOC1=C(C=C2C(=C1)C(=NC=N2)NC3=CC=CC(=C3)C#C)OCCOC.Cl. Cell line: SN12C. Synergy scores: CSS=18.8, Synergy_ZIP=-9.19, Synergy_Bliss=0.708, Synergy_Loewe=-0.127, Synergy_HSA=0.443.